This data is from Peptide-MHC class I binding affinity with 185,985 pairs from IEDB/IMGT. The task is: Regression. Given a peptide amino acid sequence and an MHC pseudo amino acid sequence, predict their binding affinity value. This is MHC class I binding data. (1) The peptide sequence is IVQENNGAV. The MHC is HLA-A02:01 with pseudo-sequence HLA-A02:01. The binding affinity (normalized) is 0.0530. (2) The peptide sequence is YDRLASTVI. The MHC is HLA-A02:11 with pseudo-sequence YFAMYGEKVAHIDVDTLYVRYHYYTWAVLAYTWY. The binding affinity (normalized) is 0.0847. (3) The peptide sequence is QVCHTTVPWPN. The MHC is Mamu-B03 with pseudo-sequence Mamu-B03. The binding affinity (normalized) is 0. (4) The peptide sequence is TFMDHVLRY. The MHC is BoLA-D18.4 with pseudo-sequence BoLA-D18.4. The binding affinity (normalized) is 0.248. (5) The peptide sequence is IAGVAGLIT. The MHC is HLA-A02:01 with pseudo-sequence HLA-A02:01. The binding affinity (normalized) is 0. (6) The peptide sequence is KWMLISSELK. The MHC is HLA-A03:01 with pseudo-sequence HLA-A03:01. The binding affinity (normalized) is 0.723. (7) The peptide sequence is YNLTMKCRR. The MHC is HLA-A68:01 with pseudo-sequence HLA-A68:01. The binding affinity (normalized) is 0.382. (8) The peptide sequence is MPDTLFEGV. The MHC is HLA-A26:01 with pseudo-sequence HLA-A26:01. The binding affinity (normalized) is 0.0847.